Dataset: NCI-60 drug combinations with 297,098 pairs across 59 cell lines. Task: Regression. Given two drug SMILES strings and cell line genomic features, predict the synergy score measuring deviation from expected non-interaction effect. (1) Drug 1: CNC(=O)C1=CC=CC=C1SC2=CC3=C(C=C2)C(=NN3)C=CC4=CC=CC=N4. Drug 2: CC1=C(C=C(C=C1)NC2=NC=CC(=N2)N(C)C3=CC4=NN(C(=C4C=C3)C)C)S(=O)(=O)N.Cl. Cell line: HT29. Synergy scores: CSS=-1.05, Synergy_ZIP=1.35, Synergy_Bliss=1.39, Synergy_Loewe=-3.64, Synergy_HSA=-1.95. (2) Drug 1: COC1=CC(=CC(=C1O)OC)C2C3C(COC3=O)C(C4=CC5=C(C=C24)OCO5)OC6C(C(C7C(O6)COC(O7)C8=CC=CS8)O)O. Drug 2: CC1C(C(CC(O1)OC2CC(CC3=C2C(=C4C(=C3O)C(=O)C5=C(C4=O)C(=CC=C5)OC)O)(C(=O)CO)O)N)O.Cl. Cell line: RPMI-8226. Synergy scores: CSS=38.5, Synergy_ZIP=-15.2, Synergy_Bliss=-24.6, Synergy_Loewe=-20.2, Synergy_HSA=-18.7.